From a dataset of Reaction yield outcomes from USPTO patents with 853,638 reactions. Predict the reaction yield, written as a fraction of the theoretical maximum amount of product (1.0 means a 100% yield; for example, 0.34 means a 34% yield). (1) The reactants are [CH2:1]([O:3][C:4](=[O:24])[CH2:5][C:6]1[CH:11]=[CH:10][C:9](N)=[C:8]([O:13][C:14]2[CH:19]=[C:18]([C:20]#[N:21])[CH:17]=[C:16]([Br:22])[CH:15]=2)[C:7]=1[F:23])[CH3:2].C(ON=O)(C)(C)C.[ClH:32]. The catalyst is CC#N. The product is [CH2:1]([O:3][C:4](=[O:24])[CH2:5][C:6]1[CH:11]=[CH:10][C:9]([Cl:32])=[C:8]([O:13][C:14]2[CH:19]=[C:18]([C:20]#[N:21])[CH:17]=[C:16]([Br:22])[CH:15]=2)[C:7]=1[F:23])[CH3:2]. The yield is 0.640. (2) The reactants are [Cl:1][C:2]1[CH:7]=[CH:6][C:5](I)=[CH:4][CH:3]=1.[O:9]=[C:10]1[CH2:19][CH2:18][C:17]2[C:12](=[CH:13][CH:14]=[C:15](B(O)O)[CH:16]=2)[NH:11]1.C(=O)([O-])[O-].[Na+].[Na+]. The catalyst is O.O1CCOCC1.C1C=CC([P]([Pd]([P](C2C=CC=CC=2)(C2C=CC=CC=2)C2C=CC=CC=2)([P](C2C=CC=CC=2)(C2C=CC=CC=2)C2C=CC=CC=2)[P](C2C=CC=CC=2)(C2C=CC=CC=2)C2C=CC=CC=2)(C2C=CC=CC=2)C2C=CC=CC=2)=CC=1. The product is [Cl:1][C:2]1[CH:7]=[CH:6][C:5]([C:15]2[CH:16]=[C:17]3[C:12](=[CH:13][CH:14]=2)[NH:11][C:10](=[O:9])[CH2:19][CH2:18]3)=[CH:4][CH:3]=1. The yield is 0.0600. (3) The reactants are [F:1][CH:2]([F:5])[CH2:3]Cl.[Cl:6][C:7]1[N:12]=[CH:11][C:10]([CH2:13][NH2:14])=[CH:9][CH:8]=1.C(N(CC)CC)C.[Br-].[K+]. The catalyst is CN1CCCC1=O. The product is [Cl:6][C:7]1[N:12]=[CH:11][C:10]([CH2:13][NH:14][CH2:3][CH:2]([F:5])[F:1])=[CH:9][CH:8]=1. The yield is 0.710. (4) The reactants are [Cl-].O[NH3+:3].[C:4](=[O:7])([O-])[OH:5].[Na+].CS(C)=O.[F:13][C:14]1[CH:15]=[C:16]([C:44]2[C:45]([C:50]#[N:51])=[CH:46][CH:47]=[CH:48][CH:49]=2)[CH:17]=[CH:18][C:19]=1[CH2:20][C:21]1[C:26](=[O:27])[N:25]([C:28]2[CH:33]=[CH:32][C:31]([O:34][C:35]([CH3:39])([CH3:38])[CH2:36][OH:37])=[CH:30][CH:29]=2)[C:24]([CH3:40])=[N:23][C:22]=1[CH2:41][CH2:42][CH3:43]. The catalyst is O.C(OCC)(=O)C. The product is [F:13][C:14]1[CH:15]=[C:16]([C:44]2[CH:49]=[CH:48][CH:47]=[CH:46][C:45]=2[C:50]2[NH:3][C:4](=[O:7])[O:5][N:51]=2)[CH:17]=[CH:18][C:19]=1[CH2:20][C:21]1[C:26](=[O:27])[N:25]([C:28]2[CH:33]=[CH:32][C:31]([O:34][C:35]([CH3:38])([CH3:39])[CH2:36][OH:37])=[CH:30][CH:29]=2)[C:24]([CH3:40])=[N:23][C:22]=1[CH2:41][CH2:42][CH3:43]. The yield is 0.610. (5) The reactants are C[O-].[Na+].C([N:7]1[C:15]2[C:10](=[C:11]([CH3:30])[C:12]([O:16][C@@H:17]3[CH2:22][CH2:21][C@H:20]([N:23]4[C:27](=O)[CH2:26][CH2:25][C:24]4=O)[CH2:19][CH2:18]3)=[CH:13][CH:14]=2)[CH:9]=[N:8]1)(=O)C.[Cl-].[NH4+].[H-].[Al+3].[Li+].[H-].[H-].[H-].[OH-].[Na+]. The catalyst is CO.O1CCCC1.O. The product is [CH3:30][C:11]1[C:12]([O:16][C@H:17]2[CH2:18][CH2:19][C@@H:20]([N:23]3[CH2:27][CH2:26][CH2:25][CH2:24]3)[CH2:21][CH2:22]2)=[CH:13][CH:14]=[C:15]2[C:10]=1[CH:9]=[N:8][NH:7]2. The yield is 0.640. (6) The reactants are [C:1]([NH:4][C:5]1[CH:10]=[CH:9][C:8]([C:11](=[C:25]2[CH2:30][CH2:29][N:28]([CH2:31][C:32]3[CH:37]=CC=C[N:33]=3)[CH2:27][CH2:26]2)[C:12]2[CH:24]=[CH:23][C:15]([C:16]([N:18]([CH2:21][CH3:22])[CH2:19][CH3:20])=[O:17])=[CH:14][CH:13]=2)=[CH:7][CH:6]=1)(=[O:3])[CH3:2].C(NC1C=CC(C(=C2CCNCC2)C2C=CC(C(N(CC)CC)=O)=CC=2)=CC=1)(=O)C.[S:68]1C=C(C=O)N=[N:69]1. No catalyst specified. The product is [C:1]([NH:4][C:5]1[CH:10]=[CH:9][C:8]([C:11](=[C:25]2[CH2:30][CH2:29][N:28]([CH2:31][C:32]3[N:33]=[N:69][S:68][CH:37]=3)[CH2:27][CH2:26]2)[C:12]2[CH:24]=[CH:23][C:15]([C:16]([N:18]([CH2:21][CH3:22])[CH2:19][CH3:20])=[O:17])=[CH:14][CH:13]=2)=[CH:7][CH:6]=1)(=[O:3])[CH3:2]. The yield is 0.550. (7) The reactants are Br[C:2]1[CH:3]=[C:4]2[C:8](=[CH:9][CH:10]=1)[NH:7][N:6]=[C:5]2C(OC(C)(C)C)=O.[Cl:18][C:19]1[C:24](B2OC(C)(C)C(C)(C)O2)=[CH:23][CH:22]=[CH:21][N:20]=1.C([O-])([O-])=O.[Na+].[Na+].CCOC(C)=O.O. The catalyst is O1CCOCC1.C1C=CC([P]([Pd]([P](C2C=CC=CC=2)(C2C=CC=CC=2)C2C=CC=CC=2)([P](C2C=CC=CC=2)(C2C=CC=CC=2)C2C=CC=CC=2)[P](C2C=CC=CC=2)(C2C=CC=CC=2)C2C=CC=CC=2)(C2C=CC=CC=2)C2C=CC=CC=2)=CC=1. The product is [Cl:18][C:19]1[C:24]([C:2]2[CH:3]=[C:4]3[C:8](=[CH:9][CH:10]=2)[NH:7][N:6]=[CH:5]3)=[CH:23][CH:22]=[CH:21][N:20]=1. The yield is 0.470. (8) The reactants are [C:1]([C:3]([C:6]1[CH:7]=[C:8]([CH:22]=[CH:23][CH:24]=1)[C:9]([NH:11][C:12]1[CH:17]=[CH:16][C:15]([CH3:18])=[C:14]([N+:19]([O-])=O)[CH:13]=1)=[O:10])([CH3:5])[CH3:4])#[N:2]. The catalyst is [Pd].O.NN.C(O)C. The product is [NH2:19][C:14]1[CH:13]=[C:12]([NH:11][C:9](=[O:10])[C:8]2[CH:22]=[CH:23][CH:24]=[C:6]([C:3]([C:1]#[N:2])([CH3:5])[CH3:4])[CH:7]=2)[CH:17]=[CH:16][C:15]=1[CH3:18]. The yield is 0.910.